Dataset: Full USPTO retrosynthesis dataset with 1.9M reactions from patents (1976-2016). Task: Predict the reactants needed to synthesize the given product. (1) Given the product [N:3]1[CH:8]=[CH:7][CH:6]=[CH:5][C:4]=1[C:9]#[C:10][C:11]1[CH:12]=[C:13]([CH:18]=[CH:19][C:20]=1[C:21]([F:22])([F:23])[F:24])[C:14]([OH:16])=[O:15], predict the reactants needed to synthesize it. The reactants are: [OH-].[Na+].[N:3]1[CH:8]=[CH:7][CH:6]=[CH:5][C:4]=1[C:9]#[C:10][C:11]1[CH:12]=[C:13]([CH:18]=[CH:19][C:20]=1[C:21]([F:24])([F:23])[F:22])[C:14]([O:16]C)=[O:15].CO.Cl. (2) Given the product [CH3:36][C:33]1[CH:34]=[CH:35][N:22]2[C:23]=1[C:24](=[O:32])[N:25]([C:26]1[CH:27]=[CH:28][CH:29]=[CH:30][CH:31]=1)[C:20]([C@@H:18]([NH:17][C:15]1[C:16]3[C:8]([C:6]4[CH:5]=[CH:4][N:3]=[C:2]([NH:1][S:52]([CH2:51][CH:48]5[CH2:49][CH2:50][O:45][CH2:46][CH2:47]5)(=[O:54])=[O:53])[CH:7]=4)=[CH:9][N:10]([CH2:37][O:38][CH2:39][CH2:40][Si:41]([CH3:42])([CH3:44])[CH3:43])[C:11]=3[N:12]=[CH:13][N:14]=1)[CH3:19])=[N:21]2, predict the reactants needed to synthesize it. The reactants are: [NH2:1][C:2]1[CH:7]=[C:6]([C:8]2[C:16]3[C:15]([NH:17][C@H:18]([C:20]4[N:25]([C:26]5[CH:31]=[CH:30][CH:29]=[CH:28][CH:27]=5)[C:24](=[O:32])[C:23]5=[C:33]([CH3:36])[CH:34]=[CH:35][N:22]5[N:21]=4)[CH3:19])=[N:14][CH:13]=[N:12][C:11]=3[N:10]([CH2:37][O:38][CH2:39][CH2:40][Si:41]([CH3:44])([CH3:43])[CH3:42])[CH:9]=2)[CH:5]=[CH:4][N:3]=1.[O:45]1[CH2:50][CH2:49][CH:48]([CH2:51][S:52](Cl)(=[O:54])=[O:53])[CH2:47][CH2:46]1.C(N(CC)CC)C. (3) Given the product [CH2:13]([O:15][C:16]([C:17]1[N:20]=[C:7]([C:6]2[CH:10]=[CH:11][C:3]([C:1]#[N:2])=[CH:4][C:5]=2[F:12])[O:8][N:18]=1)=[O:21])[CH3:14], predict the reactants needed to synthesize it. The reactants are: [C:1]([C:3]1[CH:11]=[CH:10][C:6]([C:7](Cl)=[O:8])=[C:5]([F:12])[CH:4]=1)#[N:2].[CH2:13]([O:15][C:16](=[O:21])[C:17]([NH2:20])=[N:18]O)[CH3:14].O.